Dataset: Forward reaction prediction with 1.9M reactions from USPTO patents (1976-2016). Task: Predict the product of the given reaction. (1) Given the reactants [OH-].[K+].[N+:3]([O-])(O)=O.C[C:8]1([C:14](N)=N)[CH:12]=[C:11]([CH3:13])[N:10]=[N:9]1.[N:17]1[CH:22]=[CH:21][CH:20]=[C:19]([N:23]=[C:24]=[S:25])[CH:18]=1.C[N:27]([CH3:30])C=O, predict the reaction product. The product is: [CH3:13][C:11]1[CH:12]=[C:8]([CH3:14])[N:9]([C:30](=[NH:27])[NH:3][C:24]([NH:23][C:19]2[CH:18]=[N:17][CH:22]=[CH:21][CH:20]=2)=[S:25])[N:10]=1. (2) The product is: [CH2:14]([O:13][C:11]([C:10]1[C:9]([CH3:16])=[N:8][N:7]2[C:2]([O:1][CH2:26][C:20]3[CH:21]=[CH:22][CH:23]=[C:24]([F:25])[C:19]=3[F:18])=[CH:3][C:4]([CH3:17])=[CH:5][C:6]=12)=[O:12])[CH3:15]. Given the reactants [OH:1][C:2]1[N:7]2[N:8]=[C:9]([CH3:16])[C:10]([C:11]([O:13][CH2:14][CH3:15])=[O:12])=[C:6]2[CH:5]=[C:4]([CH3:17])[CH:3]=1.[F:18][C:19]1[C:24]([F:25])=[CH:23][CH:22]=[CH:21][C:20]=1[CH2:26]O.C1(P(C2C=CC=CC=2)C2C=CC=CC=2)C=CC=CC=1.N(C(OCC)=O)=NC(OCC)=O, predict the reaction product. (3) Given the reactants [C:1]([C:3]1[CH:7]=[CH:6][NH:5][CH:4]=1)#[N:2].[F:8][C:9]1[CH:10]=[C:11]([N+:16]([O-:18])=[O:17])[CH:12]=[CH:13][C:14]=1F.[H-].[Na+], predict the reaction product. The product is: [F:8][C:9]1[CH:10]=[C:11]([N+:16]([O-:18])=[O:17])[CH:12]=[CH:13][C:14]=1[N:5]1[CH:6]=[CH:7][C:3]([C:1]#[N:2])=[CH:4]1. (4) Given the reactants [CH3:1][O:2][C:3]1[CH:8]=[CH:7][CH:6]=[C:5]([N:9]([CH3:11])[CH3:10])[C:4]=1B(O)O.[CH3:15][O:16][C:17](=[O:38])[C@H:18]([CH2:30][C:31]1[CH:36]=[CH:35][C:34](Br)=[CH:33][CH:32]=1)[NH:19][C:20](=[O:29])[C:21]1[C:26]([Cl:27])=[CH:25][CH:24]=[CH:23][C:22]=1[Cl:28], predict the reaction product. The product is: [CH3:15][O:16][C:17](=[O:38])[C@H:18]([CH2:30][C:31]1[CH:32]=[CH:33][C:34]([C:4]2[C:3]([O:2][CH3:1])=[CH:8][CH:7]=[CH:6][C:5]=2[N:9]([CH3:11])[CH3:10])=[CH:35][CH:36]=1)[NH:19][C:20](=[O:29])[C:21]1[C:22]([Cl:28])=[CH:23][CH:24]=[CH:25][C:26]=1[Cl:27]. (5) Given the reactants [F:1][C:2]1[CH:7]=[CH:6][C:5]([C:8](=O)[CH2:9][C:10]([C:12]2[CH:13]=[C:14]([CH:17]=[CH:18][CH:19]=2)[C:15]#[N:16])=O)=[CH:4][CH:3]=1.[NH2:21][NH2:22], predict the reaction product. The product is: [F:1][C:2]1[CH:7]=[CH:6][C:5]([C:8]2[NH:22][N:21]=[C:10]([C:12]3[CH:13]=[C:14]([CH:17]=[CH:18][CH:19]=3)[C:15]#[N:16])[CH:9]=2)=[CH:4][CH:3]=1. (6) Given the reactants [Cl:1][C:2]1[CH:7]=[CH:6][C:5]([S:8]([C@@:11]23[CH2:24][CH2:23][C:18]4(OCC[O:19]4)[CH2:17][C@H:16]2[CH2:15][O:14][C:13]2[C:25]([F:30])=[CH:26][CH:27]=[C:28]([F:29])[C:12]3=2)(=[O:10])=[O:9])=[CH:4][CH:3]=1.C1(C)C(S(Cl)(=O)=O)=CC=CC=1, predict the reaction product. The product is: [Cl:1][C:2]1[CH:3]=[CH:4][C:5]([S:8]([C@@:11]23[CH2:24][CH2:23][C:18](=[O:19])[CH2:17][C@H:16]2[CH2:15][O:14][C:13]2[C:12]3=[C:28]([F:29])[CH:27]=[CH:26][C:25]=2[F:30])(=[O:10])=[O:9])=[CH:6][CH:7]=1. (7) Given the reactants Cl[C:2]1[C:11]2[C:6](=[CH:7][N:8]=[CH:9][CH:10]=2)[CH:5]=[C:4]([C:12]2[CH:17]=[CH:16][N:15]=[CH:14][CH:13]=2)[N:3]=1.Cl.Cl.[NH2:20][CH2:21][C@@H:22]([NH2:24])[CH3:23].[OH-].[Na+], predict the reaction product. The product is: [N:15]1[CH:16]=[CH:17][C:12]([C:4]2[N:3]=[C:2]([NH:20][CH2:21][C@@H:22]([NH2:24])[CH3:23])[C:11]3[C:6]([CH:5]=2)=[CH:7][N:8]=[CH:9][CH:10]=3)=[CH:13][CH:14]=1.[N:15]1[CH:16]=[CH:17][C:12]([C:4]2[N:3]=[C:2]([NH:24][C@@H:22]([CH3:23])[CH2:21][NH2:20])[C:11]3[C:6]([CH:5]=2)=[CH:7][N:8]=[CH:9][CH:10]=3)=[CH:13][CH:14]=1.